Dataset: Catalyst prediction with 721,799 reactions and 888 catalyst types from USPTO. Task: Predict which catalyst facilitates the given reaction. (1) Reactant: [CH3:1][O:2][C:3](=[O:32])/[CH:4]=[CH:5]/[C:6]1[CH:7]=[N:8][C:9]([N:12]2[CH2:24][CH2:23][C:22]3[C:21]4[C:16](=[CH:17][CH:18]=[CH:19][CH:20]=4)[N:15]([C:25]([O:27][C:28]([CH3:31])([CH3:30])[CH3:29])=[O:26])[C:14]=3[CH2:13]2)=[N:10][CH:11]=1.[H][H]. Product: [C:28]([O:27][C:25]([N:15]1[C:14]2[CH2:13][N:12]([C:9]3[N:8]=[CH:7][C:6]([CH2:5][CH2:4][C:3]([O:2][CH3:1])=[O:32])=[CH:11][N:10]=3)[CH2:24][CH2:23][C:22]=2[C:21]2[C:16]1=[CH:17][CH:18]=[CH:19][CH:20]=2)=[O:26])([CH3:31])([CH3:30])[CH3:29]. The catalyst class is: 123. (2) Reactant: C[O:2][C:3]([C:5]1([CH2:10][CH2:11][CH2:12][CH2:13][S:14][CH3:15])[CH2:9][CH2:8][CH2:7][CH2:6]1)=[O:4].[OH-].[Na+]. Product: [CH3:15][S:14][CH2:13][CH2:12][CH2:11][CH2:10][C:5]1([C:3]([OH:4])=[O:2])[CH2:9][CH2:8][CH2:7][CH2:6]1. The catalyst class is: 36. (3) Reactant: [CH:1]1([CH2:4][O:5][C:6]2([C:30]3[CH:35]=[CH:34][CH:33]=[CH:32][C:31]=3[CH3:36])[CH2:9][N:8]([C:10](=[O:29])[C@H:11]([NH:21]C(=O)OC(C)(C)C)[CH2:12][C:13]3[CH:18]=[CH:17][C:16]([O:19][CH3:20])=[CH:15][CH:14]=3)[CH2:7]2)[CH2:3][CH2:2]1.[ClH:37]. Product: [ClH:37].[NH2:21][C@H:11]([CH2:12][C:13]1[CH:18]=[CH:17][C:16]([O:19][CH3:20])=[CH:15][CH:14]=1)[C:10]([N:8]1[CH2:7][C:6]([O:5][CH2:4][CH:1]2[CH2:2][CH2:3]2)([C:30]2[CH:35]=[CH:34][CH:33]=[CH:32][C:31]=2[CH3:36])[CH2:9]1)=[O:29]. The catalyst class is: 13. (4) Reactant: [OH:1][C@@H:2]1[CH2:15][CH2:14][C@H:13]2[C@@H:4]([CH2:5][C@H:6]3[C@H:11]([CH2:12]2)[C@H:10]2[CH2:16]/[C:17](=[CH:20]\[C:21]4[CH:26]=[CH:25][CH:24]=[CH:23][CH:22]=4)/[C:18](=[O:19])[C@:9]2([CH3:27])[CH2:8][CH2:7]3)[CH2:3]1.[BH4-].[Na+].[NH4+].[Cl-]. Product: [CH3:27][C@:9]12[C@H:18]([OH:19])/[C:17](=[CH:20]/[C:21]3[CH:22]=[CH:23][CH:24]=[CH:25][CH:26]=3)/[CH2:16][C@@H:10]1[C@@H:11]1[C@@H:6]([CH2:7][CH2:8]2)[CH2:5][C@@H:4]2[C@H:13]([CH2:14][CH2:15][C@@H:2]([OH:1])[CH2:3]2)[CH2:12]1. The catalyst class is: 8. (5) The catalyst class is: 5. Reactant: [F:1][C:2]1[CH:7]=[C:6]([F:8])[CH:5]=[CH:4][C:3]=1[C@H:9]1[CH2:14][C@@H:13]([C:15](=[O:22])[CH2:16][C:17](OCC)=[O:18])[CH2:12][CH2:11][N:10]1[C:23]([O:25][CH3:26])=[O:24].[OH-].[Na+].[NH2:29]O.Cl. Product: [F:1][C:2]1[CH:7]=[C:6]([F:8])[CH:5]=[CH:4][C:3]=1[C@H:9]1[CH2:14][C@@H:13]([C:15]2[O:22][NH:29][C:17](=[O:18])[CH:16]=2)[CH2:12][CH2:11][N:10]1[C:23]([O:25][CH3:26])=[O:24].